This data is from NCI-60 drug combinations with 297,098 pairs across 59 cell lines. The task is: Regression. Given two drug SMILES strings and cell line genomic features, predict the synergy score measuring deviation from expected non-interaction effect. Drug 1: CCC(=C(C1=CC=CC=C1)C2=CC=C(C=C2)OCCN(C)C)C3=CC=CC=C3.C(C(=O)O)C(CC(=O)O)(C(=O)O)O. Drug 2: CC1=C(C=C(C=C1)NC(=O)C2=CC=C(C=C2)CN3CCN(CC3)C)NC4=NC=CC(=N4)C5=CN=CC=C5. Cell line: NCI/ADR-RES. Synergy scores: CSS=0.845, Synergy_ZIP=4.21, Synergy_Bliss=-3.35, Synergy_Loewe=-3.06, Synergy_HSA=-3.72.